Dataset: Peptide-MHC class I binding affinity with 185,985 pairs from IEDB/IMGT. Task: Regression. Given a peptide amino acid sequence and an MHC pseudo amino acid sequence, predict their binding affinity value. This is MHC class I binding data. (1) The peptide sequence is ALSYSAGA. The MHC is HLA-A02:01 with pseudo-sequence HLA-A02:01. The binding affinity (normalized) is 0.0222. (2) The peptide sequence is TWAKNIQTAI. The MHC is HLA-A24:02 with pseudo-sequence HLA-A24:02. The binding affinity (normalized) is 0.423. (3) The peptide sequence is KDYMSLSEQL. The MHC is HLA-B45:01 with pseudo-sequence HLA-B45:01. The binding affinity (normalized) is 0.295.